From a dataset of Forward reaction prediction with 1.9M reactions from USPTO patents (1976-2016). Predict the product of the given reaction. (1) Given the reactants [C:1]1([CH2:7][CH2:8][CH2:9][CH2:10][NH2:11])[CH:6]=[CH:5][CH:4]=[CH:3][CH:2]=1.Cl[CH2:13][C:14]1[N:15]=[C:16]([C:19]2[CH:27]=[CH:26][C:22]([C:23](Cl)=[O:24])=[CH:21][CH:20]=2)[S:17][CH:18]=1.[C:28]1(/[CH:34]=[CH:35]/[C:36](Cl)=[O:37])[CH:33]=[CH:32][CH:31]=[CH:30][CH:29]=1.C[O:40][C:41](=[O:52])[CH2:42][O:43][C:44]1[CH:49]=[CH:48][C:47]([CH2:50][NH2:51])=[CH:46][CH:45]=1, predict the reaction product. The product is: [C:1]1([CH2:7][CH2:8][CH2:9][CH2:10][NH:11][C:23]([C:22]2[CH:26]=[CH:27][C:19]([C:16]3[S:17][CH:18]=[C:14]([CH2:13][N:51]([CH2:50][C:47]4[CH:48]=[CH:49][C:44]([O:43][CH2:42][C:41]([OH:52])=[O:40])=[CH:45][CH:46]=4)[C:36](=[O:37])/[CH:35]=[CH:34]/[C:28]4[CH:33]=[CH:32][CH:31]=[CH:30][CH:29]=4)[N:15]=3)=[CH:20][CH:21]=2)=[O:24])[CH:6]=[CH:5][CH:4]=[CH:3][CH:2]=1. (2) The product is: [F:1][C:2]1[CH:28]=[C:27]([F:29])[CH:26]=[CH:25][C:3]=1[CH2:4][N:5]1[C:9]2=[CH:10][N:11]=[C:12]([C:14]([NH:33][O:32][CH3:31])=[O:16])[CH:13]=[C:8]2[C:7]([CH2:17][N:18]2[CH2:19][CH2:20][N:21]([CH3:24])[CH2:22][CH2:23]2)=[CH:6]1. Given the reactants [F:1][C:2]1[CH:28]=[C:27]([F:29])[CH:26]=[CH:25][C:3]=1[CH2:4][N:5]1[C:9]2=[CH:10][N:11]=[C:12]([C:14]([OH:16])=O)[CH:13]=[C:8]2[C:7]([CH2:17][N:18]2[CH2:23][CH2:22][N:21]([CH3:24])[CH2:20][CH2:19]2)=[CH:6]1.Cl.[CH3:31][O:32][NH2:33], predict the reaction product. (3) Given the reactants [CH2:1]([C:4]1[C:9]([C:10]([F:13])([F:12])[F:11])=[CH:8][CH:7]=[CH:6][C:5]=1[OH:14])[CH:2]=[CH2:3].[H][H], predict the reaction product. The product is: [CH2:1]([C:4]1[C:9]([C:10]([F:12])([F:13])[F:11])=[CH:8][CH:7]=[CH:6][C:5]=1[OH:14])[CH2:2][CH3:3]. (4) Given the reactants [Cl:1][C:2]1[CH:7]=[C:6]([O:8][C:9]([F:12])([F:11])[F:10])[CH:5]=[CH:4][C:3]=1[S:13](Cl)(=[O:15])=[O:14].[NH2:17][C:18]1[CH:22]=[CH:21][S:20][C:19]=1[C:23]([O:25][CH3:26])=[O:24].N1C=CC=CC=1, predict the reaction product. The product is: [Cl:1][C:2]1[CH:7]=[C:6]([O:8][C:9]([F:12])([F:11])[F:10])[CH:5]=[CH:4][C:3]=1[S:13]([NH:17][C:18]1[CH:22]=[CH:21][S:20][C:19]=1[C:23]([O:25][CH3:26])=[O:24])(=[O:15])=[O:14].